The task is: Predict the product of the given reaction.. This data is from Forward reaction prediction with 1.9M reactions from USPTO patents (1976-2016). Given the reactants C(=O)([O-])[O-].[K+].[K+].[OH:7][CH2:8][CH2:9][N:10]1[CH2:15][CH2:14][NH:13][CH2:12][CH2:11]1.Br[CH2:17][C:18]([NH:20][C:21]1[C:26]([CH:27]([CH3:29])[CH3:28])=[CH:25][C:24]([OH:30])=[CH:23][C:22]=1[CH:31]([CH3:33])[CH3:32])=[O:19], predict the reaction product. The product is: [OH:7][CH2:8][CH2:9][N:10]1[CH2:15][CH2:14][N:13]([CH2:17][C:18]([NH:20][C:21]2[C:26]([CH:27]([CH3:29])[CH3:28])=[CH:25][C:24]([OH:30])=[CH:23][C:22]=2[CH:31]([CH3:33])[CH3:32])=[O:19])[CH2:12][CH2:11]1.